This data is from Reaction yield outcomes from USPTO patents with 853,638 reactions. The task is: Predict the reaction yield, written as a fraction of the theoretical maximum amount of product (1.0 means a 100% yield; for example, 0.34 means a 34% yield). The reactants are [NH2:1][C:2]1[CH:3]=[C:4]([CH:19]=[CH:20][C:21]=1[F:22])[O:5][C:6]1[CH:7]=[CH:8][C:9]2[N:10]([CH:12]=[C:13]([NH:15][C:16](=[O:18])[CH3:17])[N:14]=2)[N:11]=1.[CH3:23][N:24]1[C:28]([C:29](Cl)=[O:30])=[CH:27][C:26]([CH3:32])=[N:25]1.O. The catalyst is CN(C)C(=O)C. The product is [C:16]([NH:15][C:13]1[N:14]=[C:9]2[CH:8]=[CH:7][C:6]([O:5][C:4]3[CH:19]=[CH:20][C:21]([F:22])=[C:2]([NH:1][C:29]([C:28]4[N:24]([CH3:23])[N:25]=[C:26]([CH3:32])[CH:27]=4)=[O:30])[CH:3]=3)=[N:11][N:10]2[CH:12]=1)(=[O:18])[CH3:17]. The yield is 0.780.